This data is from Catalyst prediction with 721,799 reactions and 888 catalyst types from USPTO. The task is: Predict which catalyst facilitates the given reaction. (1) Reactant: [NH2:1][C:2]1[C:3]([C:7](=[N:16][OH:17])[NH:8][C:9]2[CH:14]=[CH:13][CH:12]=[C:11]([Cl:15])[CH:10]=2)=[N:4][O:5][N:6]=1.C1N=CN([C:23](N2C=NC=C2)=[O:24])C=1. Product: [NH2:1][C:2]1[C:3]([C:7]2[N:8]([C:9]3[CH:14]=[CH:13][CH:12]=[C:11]([Cl:15])[CH:10]=3)[C:23](=[O:24])[O:17][N:16]=2)=[N:4][O:5][N:6]=1. The catalyst class is: 54. (2) Reactant: [C:1]([N:8]1[CH2:13][CH2:12][NH:11][CH2:10][CH2:9]1)([O:3][C:4]([CH3:7])([CH3:6])[CH3:5])=[O:2].C(N(CC)CC)C.[F:21][C:22]1[CH:23]=[C:24]([S:28](Cl)(=[O:30])=[O:29])[CH:25]=[CH:26][CH:27]=1. Product: [C:4]([O:3][C:1]([N:8]1[CH2:9][CH2:10][N:11]([S:28]([C:24]2[CH:25]=[CH:26][CH:27]=[C:22]([F:21])[CH:23]=2)(=[O:30])=[O:29])[CH2:12][CH2:13]1)=[O:2])([CH3:7])([CH3:6])[CH3:5]. The catalyst class is: 2. (3) Reactant: [Cl:1][C:2]1[CH:3]=[C:4]2[C:9](=[CH:10][C:11]=1[C:12]([N:14]1[CH2:18][CH2:17][CH2:16][CH2:15]1)=[O:13])[N:8]=[CH:7][N:6]=[C:5]2[NH:19][CH:20]([C:26]1[N:30](C(OC(C)(C)C)=O)[C:29]2[CH:38]=[CH:39][C:40]([Cl:42])=[CH:41][C:28]=2[N:27]=1)[CH2:21][CH2:22][C:23](O)=[O:24].[CH:43]1([NH2:46])[CH2:45][CH2:44]1.CN(C(ON1N=NC2C=CC=CC1=2)=[N+](C)C)C.[B-](F)(F)(F)F.FC(F)(F)C(O)=O. Product: [Cl:1][C:2]1[CH:3]=[C:4]2[C:9](=[CH:10][C:11]=1[C:12]([N:14]1[CH2:15][CH2:16][CH2:17][CH2:18]1)=[O:13])[N:8]=[CH:7][N:6]=[C:5]2[NH:19][CH:20]([C:26]1[NH:30][C:29]2[CH:38]=[CH:39][C:40]([Cl:42])=[CH:41][C:28]=2[N:27]=1)[CH2:21][CH2:22][C:23]([NH:46][CH:43]1[CH2:45][CH2:44]1)=[O:24]. The catalyst class is: 783. (4) The catalyst class is: 392. Product: [S:3]1[C:4]2[CH:10]=[CH:9][CH:8]=[CH:7][C:5]=2[NH:6][C:2]1=[CH:1][C:19](=[O:18])[C:20]([F:23])([F:22])[F:21]. Reactant: [CH3:1][C:2]1[S:3][C:4]2[CH:10]=[CH:9][CH:8]=[CH:7][C:5]=2[N:6]=1.C([Li])CCC.C([O:18][C:19](=O)[C:20]([F:23])([F:22])[F:21])C.C([O-])(O)=O.[Na+]. (5) Reactant: [C:1]([C:3]1[CH:4]=[C:5]2[C:11]([C:12]3[CH:13]=[C:14]([NH:18][CH:19]([CH:28]([CH3:30])[CH3:29])[C:20]([NH:22][CH2:23][C:24]([F:27])([F:26])[F:25])=[O:21])[CH:15]=[N:16][CH:17]=3)=[CH:10][N:9]([CH2:31][O:32][CH2:33][CH2:34][Si:35]([CH3:38])([CH3:37])[CH3:36])[C:6]2=[N:7][CH:8]=1)#[N:2].CC(C)[C@@H](NC1C=NC=C(C2C3C(=NC=C(COCCN4CCCC4)C=3)N(COCC[Si](C)(C)C)C=2)C=1)C(NCC(F)(F)F)=O. Product: [NH2:2][CH2:1][C:3]1[CH:4]=[C:5]2[C:11]([C:12]3[CH:13]=[C:14]([NH:18][CH:19]([CH:28]([CH3:30])[CH3:29])[C:20]([NH:22][CH2:23][C:24]([F:27])([F:26])[F:25])=[O:21])[CH:15]=[N:16][CH:17]=3)=[CH:10][N:9]([CH2:31][O:32][CH2:33][CH2:34][Si:35]([CH3:38])([CH3:37])[CH3:36])[C:6]2=[N:7][CH:8]=1. The catalyst class is: 171. (6) Reactant: N#N.[CH3:3]C(C)([O-])C.[K+].[F:9][CH:10]1[C:15](=O)[CH2:14][CH2:13][N:12]([C:17]([O:19][C:20]([CH3:23])([CH3:22])[CH3:21])=[O:18])[CH2:11]1.OS([O-])=O.[Na+]. Product: [F:9][CH:10]1[C:15](=[CH2:3])[CH2:14][CH2:13][N:12]([C:17]([O:19][C:20]([CH3:23])([CH3:22])[CH3:21])=[O:18])[CH2:11]1. The catalyst class is: 307. (7) Reactant: [NH2:1][C:2]1[CH:3]=[C:4]2[C:8](=[CH:9][CH:10]=1)[NH:7][N:6]=[CH:5]2.[Cl:11][C:12]1[CH:13]=[C:14]([S:19](Cl)(=[O:21])=[O:20])[CH:15]=[CH:16][C:17]=1[Cl:18]. Product: [Cl:11][C:12]1[CH:13]=[C:14]([S:19]([NH:1][C:2]2[CH:3]=[C:4]3[C:8](=[CH:9][CH:10]=2)[NH:7][N:6]=[CH:5]3)(=[O:20])=[O:21])[CH:15]=[CH:16][C:17]=1[Cl:18]. The catalyst class is: 17. (8) Reactant: [CH3:1][O:2][C:3]1[CH:12]=[CH:11][C:10]2[C:5](=C(C=C)[CH:7]=[CH:8][N:9]=2)[N:4]=1.S(S([O-])=O)([O-])(=O)=[O:16].[Na+].[Na+].[C:24]([OH:28])(C)([CH3:26])[CH3:25]. Product: [CH3:1][O:2][C:3]1[N:4]=[C:5]2[C:10](=[CH:11][CH:12]=1)[N:9]=[CH:8][CH:7]=[C:25]2[CH:24]([OH:28])[CH2:26][OH:16]. The catalyst class is: 6. (9) Reactant: [Cl:1][C:2]1[N:7]=[C:6](Cl)[CH:5]=[CH:4][N:3]=1.[OH:9][C:10]1[CH:42]=[CH:41][CH:40]=[CH:39][C:11]=1[CH2:12][NH:13][C:14]([NH:16][C:17]1[N:21]([C:22]2[CH:27]=[CH:26][CH:25]=[C:24]([S:28]([C:31]([F:34])([F:33])[F:32])(=[O:30])=[O:29])[CH:23]=2)[N:20]=[C:19]([C:35]([CH3:38])([CH3:37])[CH3:36])[CH:18]=1)=[O:15].[OH-].[Na+].[Cl-].[NH4+]. Product: [Cl:1][C:2]1[N:7]=[C:6]([O:9][C:10]2[CH:42]=[CH:41][CH:40]=[CH:39][C:11]=2[CH2:12][NH:13][C:14]([NH:16][C:17]2[N:21]([C:22]3[CH:27]=[CH:26][CH:25]=[C:24]([S:28]([C:31]([F:32])([F:33])[F:34])(=[O:30])=[O:29])[CH:23]=3)[N:20]=[C:19]([C:35]([CH3:37])([CH3:38])[CH3:36])[CH:18]=2)=[O:15])[CH:5]=[CH:4][N:3]=1. The catalyst class is: 21. (10) Reactant: [NH2:1][C:2]1[N:7]=[CH:6][C:5]([C:8]2[CH:17]=[CH:16][C:15]3[N:14]=[CH:13][C:12]4[N:18]([CH3:32])[N:19]=[C:20]([C:21]5[CH:26]=[CH:25][C:24]([C:27]([CH3:31])([CH3:30])[C:28]#[N:29])=[CH:23][CH:22]=5)[C:11]=4[C:10]=3[CH:9]=2)=[CH:4][CH:3]=1.[CH3:33][C:34](OC(C)=O)=[O:35]. Product: [C:28]([C:27]([C:24]1[CH:25]=[CH:26][C:21]([C:20]2[C:11]3[C:10]4[CH:9]=[C:8]([C:5]5[CH:4]=[CH:3][C:2]([NH:1][C:34](=[O:35])[CH3:33])=[N:7][CH:6]=5)[CH:17]=[CH:16][C:15]=4[N:14]=[CH:13][C:12]=3[N:18]([CH3:32])[N:19]=2)=[CH:22][CH:23]=1)([CH3:30])[CH3:31])#[N:29]. The catalyst class is: 2.